From a dataset of Full USPTO retrosynthesis dataset with 1.9M reactions from patents (1976-2016). Predict the reactants needed to synthesize the given product. (1) Given the product [CH:23]([C:19]1[N:18]=[C:17]([C:15]([N:11]2[CH2:12][CH2:13][N:14]([C:38]([C:35]3[N:36]=[CH:37][N:33]([C:27]4[CH:28]=[CH:29][CH:30]=[CH:31][CH:32]=4)[N:34]=3)=[O:39])[C:9]([CH3:26])([CH3:8])[CH2:10]2)=[O:16])[CH:22]=[CH:21][CH:20]=1)([CH3:24])[CH3:25], predict the reactants needed to synthesize it. The reactants are: FC(F)(F)C(O)=O.[CH3:8][C:9]1([CH3:26])[NH:14][CH2:13][CH2:12][N:11]([C:15]([C:17]2[CH:22]=[CH:21][CH:20]=[C:19]([CH:23]([CH3:25])[CH3:24])[N:18]=2)=[O:16])[CH2:10]1.[C:27]1([N:33]2[CH:37]=[N:36][C:35]([C:38](O)=[O:39])=[N:34]2)[CH:32]=[CH:31][CH:30]=[CH:29][CH:28]=1.CN(C(ON1N=NC2C=CC=CC1=2)=[N+](C)C)C.[B-](F)(F)(F)F.CCN(C(C)C)C(C)C. (2) Given the product [NH:29]1[C:37]2[C:32](=[CH:33][CH:34]=[CH:35][CH:36]=2)[C:31](/[CH:38]=[C:8]2\[O:9][C:5]3[C:4](/[CH:13]=[CH:14]\[CH2:15][N:16]4[CH2:17][CH2:18][N:19]([C:22]([O:24][C:25]([CH3:28])([CH3:27])[CH3:26])=[O:23])[CH2:20][CH2:21]4)=[C:3]([O:2][CH3:1])[CH:12]=[CH:11][C:6]=3[C:7]\2=[O:10])=[N:30]1, predict the reactants needed to synthesize it. The reactants are: [CH3:1][O:2][C:3]1[CH:12]=[CH:11][C:6]2[C:7](=[O:10])[CH2:8][O:9][C:5]=2[C:4]=1/[CH:13]=[CH:14]\[CH2:15][N:16]1[CH2:21][CH2:20][N:19]([C:22]([O:24][C:25]([CH3:28])([CH3:27])[CH3:26])=[O:23])[CH2:18][CH2:17]1.[NH:29]1[C:37]2[C:32](=[CH:33][CH:34]=[CH:35][CH:36]=2)[C:31]([CH:38]=O)=[N:30]1.N1CCCCC1. (3) Given the product [ClH:1].[NH2:15][C@H:10]1[CH2:11][CH2:12][CH2:13][CH2:14][N:8]([C:4]2[CH:5]=[CH:6][CH:7]=[C:2]([Cl:1])[CH:3]=2)[C:9]1=[O:23], predict the reactants needed to synthesize it. The reactants are: [Cl:1][C:2]1[CH:3]=[C:4]([N:8]2[CH2:14][CH2:13][CH2:12][CH2:11][C@H:10]([NH:15]C(=O)OC(C)(C)C)[C:9]2=[O:23])[CH:5]=[CH:6][CH:7]=1.Cl.O1CCOCC1. (4) Given the product [CH2:5]([O:12][C:13]([NH:15][C@@H:16]([CH2:24][C:25]1[CH:30]=[CH:29][C:28]([O:31][CH2:32][CH2:33][CH2:34][C:35]([NH:3][C:2]([NH2:4])=[NH:1])=[O:36])=[CH:27][CH:26]=1)[C:17]([O:19][C:20]([CH3:22])([CH3:21])[CH3:23])=[O:18])=[O:14])[C:6]1[CH:7]=[CH:8][CH:9]=[CH:10][CH:11]=1, predict the reactants needed to synthesize it. The reactants are: [NH2:1][C:2]([NH2:4])=[NH:3].[CH2:5]([O:12][C:13]([NH:15][C@@H:16]([CH2:24][C:25]1[CH:30]=[CH:29][C:28]([O:31][CH2:32][CH2:33][CH2:34][C:35](OCC)=[O:36])=[CH:27][CH:26]=1)[C:17]([O:19][C:20]([CH3:23])([CH3:22])[CH3:21])=[O:18])=[O:14])[C:6]1[CH:11]=[CH:10][CH:9]=[CH:8][CH:7]=1. (5) Given the product [ClH:1].[N:2]1([C:8]2[N:13]=[CH:12][N:11]=[C:10]([N:14]3[C:18](=[O:19])[C:17]([N:20]4[CH:24]=[CH:23][N:22]=[N:21]4)=[CH:16][NH:15]3)[CH:9]=2)[CH2:3][CH2:4][O:5][CH2:6][CH2:7]1, predict the reactants needed to synthesize it. The reactants are: [ClH:1].[N:2]1([C:8]2[N:13]=[CH:12][N:11]=[C:10]([N:14]3[C:18](=[O:19])[C:17]([N:20]4[CH:24]=[CH:23][N:22]=[N:21]4)=[CH:16][NH:15]3)[CH:9]=2)[CH2:7][CH2:6][O:5][CH2:4][CH2:3]1. (6) Given the product [OH:15][C:16]1[CH:17]=[C:18]([C:2]2[C:6]([CH3:7])=[C:5]([C:30]3[CH:31]=[CH:32][C:27]([OH:26])=[CH:28][CH:29]=3)[S:4][C:3]=2[CH:9]=[O:13])[CH:19]=[CH:20][CH:21]=1, predict the reactants needed to synthesize it. The reactants are: Br[C:2]1[C:6]([CH3:7])=[C:5](I)[S:4][C:3]=1[CH:9]1[O:13]CCO1.C[O:15][C:16]1[CH:17]=[C:18](B(O)O)[CH:19]=[CH:20][CH:21]=1.C[O:26][C:27]1[CH:32]=[CH:31][C:30](B(O)O)=[CH:29][CH:28]=1. (7) The reactants are: [Cl:1][C:2]1[CH:10]=[CH:9][C:8]([N+:11]([O-:13])=[O:12])=[CH:7][C:3]=1[C:4]([OH:6])=[O:5].OS(O)(=O)=O.[CH3:19]O. Given the product [CH3:19][O:5][C:4](=[O:6])[C:3]1[CH:7]=[C:8]([N+:11]([O-:13])=[O:12])[CH:9]=[CH:10][C:2]=1[Cl:1], predict the reactants needed to synthesize it.